This data is from Full USPTO retrosynthesis dataset with 1.9M reactions from patents (1976-2016). The task is: Predict the reactants needed to synthesize the given product. Given the product [CH3:8][O:9][C:10](=[O:53])[CH2:11][C:12]1[CH:17]=[CH:16][C:15]([C:18]2[CH:23]=[CH:22][C:21]([C:24]([CH2:27][CH3:28])([C:29]3[CH:34]=[CH:33][C:32]([CH2:35][CH2:36][CH:37]([OH:42])[C:38]([CH3:41])([CH3:39])[CH3:40])=[C:31]([CH3:50])[CH:30]=3)[CH2:25][CH3:26])=[CH:20][C:19]=2[CH3:51])=[CH:14][C:13]=1[Cl:52], predict the reactants needed to synthesize it. The reactants are: FC(F)(F)C(O)=O.[CH3:8][O:9][C:10](=[O:53])[CH2:11][C:12]1[CH:17]=[CH:16][C:15]([C:18]2[CH:23]=[CH:22][C:21]([C:24]([C:29]3[CH:34]=[CH:33][C:32]([CH2:35][CH2:36][CH:37]([O:42][Si](C(C)(C)C)(C)C)[C:38]([CH3:41])([CH3:40])[CH3:39])=[C:31]([CH3:50])[CH:30]=3)([CH2:27][CH3:28])[CH2:25][CH3:26])=[CH:20][C:19]=2[CH3:51])=[CH:14][C:13]=1[Cl:52].